Dataset: Catalyst prediction with 721,799 reactions and 888 catalyst types from USPTO. Task: Predict which catalyst facilitates the given reaction. Reactant: [F:1][C:2]1[C:3]([CH2:8][O:9][C:10]2[CH:11]=[CH:12][C:13]([CH3:33])=[C:14]([NH:16][C:17](=[O:32])[C:18]3[C:23]([N+:24]([O-])=O)=[CH:22][CH:21]=[CH:20][C:19]=3[O:27][CH2:28][CH2:29][O:30][CH3:31])[CH:15]=2)=[N:4][CH:5]=[CH:6][CH:7]=1.[CH3:34][OH:35]. Product: [F:1][C:2]1[C:3]([CH2:8][O:9][C:10]2[CH:11]=[CH:12][C:13]([CH3:33])=[C:14]([N:16]3[C:17](=[O:32])[C:18]4[C:23](=[CH:22][CH:21]=[CH:20][C:19]=4[O:27][CH2:28][CH2:29][O:30][CH3:31])[NH:24][C:34]3=[O:35])[CH:15]=2)=[N:4][CH:5]=[CH:6][CH:7]=1. The catalyst class is: 354.